This data is from Catalyst prediction with 721,799 reactions and 888 catalyst types from USPTO. The task is: Predict which catalyst facilitates the given reaction. Reactant: [C:1]([C@@:9]([C:24]([OH:26])=[O:25])([OH:23])[C@@:10]([C:15](=[O:22])[C:16]1[CH:21]=[CH:20][CH:19]=[CH:18][CH:17]=1)([OH:14])[C:11]([OH:13])=[O:12])(=[O:8])[C:2]1[CH:7]=[CH:6][CH:5]=[CH:4][CH:3]=1.[CH3:27][C@@H:28]1[NH:33][CH2:32][C@@H:31]([C:34]([O:36][CH3:37])=[O:35])[CH2:30][CH2:29]1. Product: [C:15]([C@@:10]([C:11]([OH:13])=[O:12])([OH:14])[C@@:9]([C:1](=[O:8])[C:2]1[CH:7]=[CH:6][CH:5]=[CH:4][CH:3]=1)([OH:23])[C:24]([OH:26])=[O:25])(=[O:22])[C:16]1[CH:21]=[CH:20][CH:19]=[CH:18][CH:17]=1.[CH3:27][C@H:28]1[NH:33][CH2:32][C@H:31]([C:34]([O:36][CH3:37])=[O:35])[CH2:30][CH2:29]1. The catalyst class is: 351.